This data is from NCI-60 drug combinations with 297,098 pairs across 59 cell lines. The task is: Regression. Given two drug SMILES strings and cell line genomic features, predict the synergy score measuring deviation from expected non-interaction effect. (1) Cell line: SNB-19. Drug 1: C1=CC(=CC=C1C#N)C(C2=CC=C(C=C2)C#N)N3C=NC=N3. Synergy scores: CSS=41.1, Synergy_ZIP=0.977, Synergy_Bliss=-2.18, Synergy_Loewe=-3.04, Synergy_HSA=-1.90. Drug 2: C#CCC(CC1=CN=C2C(=N1)C(=NC(=N2)N)N)C3=CC=C(C=C3)C(=O)NC(CCC(=O)O)C(=O)O. (2) Drug 1: C1=CC(=C2C(=C1NCCNCCO)C(=O)C3=C(C=CC(=C3C2=O)O)O)NCCNCCO. Drug 2: C1CN1P(=S)(N2CC2)N3CC3. Cell line: PC-3. Synergy scores: CSS=22.3, Synergy_ZIP=-7.16, Synergy_Bliss=-3.61, Synergy_Loewe=-0.973, Synergy_HSA=0.525. (3) Drug 1: C1CC(=O)NC(=O)C1N2C(=O)C3=CC=CC=C3C2=O. Drug 2: CC1CCCC2(C(O2)CC(NC(=O)CC(C(C(=O)C(C1O)C)(C)C)O)C(=CC3=CSC(=N3)C)C)C. Cell line: MOLT-4. Synergy scores: CSS=60.8, Synergy_ZIP=0.405, Synergy_Bliss=-0.802, Synergy_Loewe=-32.2, Synergy_HSA=-1.36. (4) Drug 1: CC12CCC3C(C1CCC2=O)CC(=C)C4=CC(=O)C=CC34C. Drug 2: C1CC(=O)NC(=O)C1N2C(=O)C3=CC=CC=C3C2=O. Cell line: T-47D. Synergy scores: CSS=35.6, Synergy_ZIP=1.64, Synergy_Bliss=3.16, Synergy_Loewe=3.38, Synergy_HSA=3.18. (5) Drug 1: C1CCN(CC1)CCOC2=CC=C(C=C2)C(=O)C3=C(SC4=C3C=CC(=C4)O)C5=CC=C(C=C5)O. Drug 2: C1CN(CCN1C(=O)CCBr)C(=O)CCBr. Cell line: HOP-92. Synergy scores: CSS=5.79, Synergy_ZIP=-3.28, Synergy_Bliss=-2.22, Synergy_Loewe=-5.45, Synergy_HSA=-5.53.